From a dataset of Catalyst prediction with 721,799 reactions and 888 catalyst types from USPTO. Predict which catalyst facilitates the given reaction. (1) Reactant: Br[CH2:2][CH2:3][CH2:4][CH2:5][CH2:6][CH2:7][O:8][CH2:9][C:10]1[C:23]2[C:24]3=[C:25]4[C:20](=[CH:21][CH:22]=2)[CH:19]=[CH:18][CH:17]=[C:16]4[CH:15]=[CH:14][C:13]3=[CH:12][CH:11]=1.[C:26]1(=[O:36])[NH:30][C:29](=[O:31])[C:28]2=[CH:32][CH:33]=[CH:34][CH:35]=[C:27]12.C(=O)([O-])[O-].[K+].[K+]. Product: [C:10]1([CH2:9][O:8][CH2:7][CH2:6][CH2:5][CH2:4][CH2:3][CH2:2][N:30]2[C:26](=[O:36])[C:27]3[C:28](=[CH:32][CH:33]=[CH:34][CH:35]=3)[C:29]2=[O:31])[C:23]2[C:24]3=[C:25]4[C:20](=[CH:21][CH:22]=2)[CH:19]=[CH:18][CH:17]=[C:16]4[CH:15]=[CH:14][C:13]3=[CH:12][CH:11]=1. The catalyst class is: 3. (2) Reactant: [C:1]([O-])([O-])=[O:2].[K+].[K+].FC1C=C(F)C=C(F)C=1CBr.[CH3:18][O:19][C:20]1[C:25](C)=[CH:24][C:23]([N:27]2[C:32](=[O:33])[N:31]([CH2:34][C:35]3[C:40]([F:41])=[CH:39][C:38]([F:42])=[CH:37][C:36]=3[F:43])[C:30]3[CH:44]=[CH:45][CH:46]=[CH:47][C:29]=3[S:28]2(=[O:49])=[O:48])=[CH:22][C:21]=1C. Product: [CH3:1][O:2][C:21]1[CH:22]=[C:23]([N:27]2[C:32](=[O:33])[N:31]([CH2:34][C:35]3[C:36]([F:43])=[CH:37][C:38]([F:42])=[CH:39][C:40]=3[F:41])[C:30]3[CH:44]=[CH:45][CH:46]=[CH:47][C:29]=3[S:28]2(=[O:48])=[O:49])[CH:24]=[CH:25][C:20]=1[O:19][CH3:18]. The catalyst class is: 3. (3) Reactant: [CH:1]1([C:4]2[N:8](C(OC(C)(C)C)=O)[C:7]3[CH:16]=[C:17]([C:27]4[C:28]([CH3:33])=[N:29][O:30][C:31]=4[CH3:32])[CH:18]=[C:19]([C:20]([C:22]4[S:23][CH:24]=[CH:25][N:26]=4)=[O:21])[C:6]=3[N:5]=2)[CH2:3][CH2:2]1.[BH4-].[Na+].C(O)(C(F)(F)F)=O. Product: [CH:1]1([C:4]2[NH:8][C:7]3[CH:16]=[C:17]([C:27]4[C:28]([CH3:33])=[N:29][O:30][C:31]=4[CH3:32])[CH:18]=[C:19]([CH:20]([C:22]4[S:23][CH:24]=[CH:25][N:26]=4)[OH:21])[C:6]=3[N:5]=2)[CH2:2][CH2:3]1. The catalyst class is: 191. (4) Reactant: [OH:1][C@@H:2]1[CH2:28][CH2:27][C@@:26]2([CH3:29])[C@H:4]([CH2:5][C@@H:6]([O:35][C:36](=[O:38])[CH3:37])[C@@H:7]3[C@@H:25]2[CH2:24][C@H:23]([O:30][C:31](=[O:33])[CH3:32])[C@@:22]2([CH3:34])[C@H:8]3[CH2:9][CH2:10][C@@H:11]2[C@H:12]([CH3:21])[CH2:13][CH2:14][C:15]([O:17][CH:18]([CH3:20])[CH3:19])=[O:16])[CH2:3]1.[O-]Cl.[Na+]. Product: [O:1]=[C:2]1[CH2:28][CH2:27][C@@:26]2([CH3:29])[C@H:4]([CH2:5][C@@H:6]([O:35][C:36](=[O:38])[CH3:37])[C@@H:7]3[C@@H:25]2[CH2:24][C@H:23]([O:30][C:31](=[O:33])[CH3:32])[C@@:22]2([CH3:34])[C@H:8]3[CH2:9][CH2:10][C@@H:11]2[C@H:12]([CH3:21])[CH2:13][CH2:14][C:15]([O:17][CH:18]([CH3:20])[CH3:19])=[O:16])[CH2:3]1. The catalyst class is: 15. (5) The catalyst class is: 32. Product: [Cl:1][C:2]1[CH:7]=[C:6]([F:8])[CH:5]=[CH:4][C:3]=1[C@H:9]1[C:14]([C:15]([O:17][C@H:18]([CH3:24])[C:19]([O:21][CH2:22][CH3:23])=[O:20])=[O:16])=[C:13]([CH2:25][N:32]2[CH2:37][CH2:36][O:35][CH2:34][CH2:33]2)[NH:12][C:11]([C:27]2[S:28][CH:29]=[CH:30][N:31]=2)=[N:10]1. Reactant: [Cl:1][C:2]1[CH:7]=[C:6]([F:8])[CH:5]=[CH:4][C:3]=1[C@H:9]1[C:14]([C:15]([O:17][C@H:18]([CH3:24])[C:19]([O:21][CH2:22][CH3:23])=[O:20])=[O:16])=[C:13]([CH2:25]Br)[NH:12][C:11]([C:27]2[S:28][CH:29]=[CH:30][N:31]=2)=[N:10]1.[NH:32]1[CH2:37][CH2:36][O:35][CH2:34][CH2:33]1.